This data is from Full USPTO retrosynthesis dataset with 1.9M reactions from patents (1976-2016). The task is: Predict the reactants needed to synthesize the given product. (1) Given the product [NH2:21][C:18]1[CH:17]=[CH:16][C:3]([O:4][C:5]2[CH:10]=[CH:9][N:8]=[C:7]([NH:11][C:12]([NH:14][CH3:15])=[O:13])[CH:6]=2)=[C:2]([Cl:1])[C:19]=1[Cl:20], predict the reactants needed to synthesize it. The reactants are: [Cl:1][C:2]1[C:19]([Cl:20])=[C:18]([N+:21]([O-])=O)[CH:17]=[CH:16][C:3]=1[O:4][C:5]1[CH:10]=[CH:9][N:8]=[C:7]([NH:11][C:12]([NH:14][CH3:15])=[O:13])[CH:6]=1.C(Cl)Cl.C1COCC1.[H][H]. (2) The reactants are: Cl.[NH2:2][CH2:3][C@@H:4]([C:6]1[C:14]2[S:13][C:12](=[O:15])[NH:11][C:10]=2[C:9]([OH:16])=[CH:8][CH:7]=1)[OH:5].O=[CH:18][CH2:19][CH2:20][S:21][CH2:22][CH2:23][N:24]([CH2:32][C@H:33]([C:35]1[CH:40]=[CH:39][CH:38]=[CH:37][CH:36]=1)[CH3:34])[C:25](=[O:31])[O:26][C:27]([CH3:30])([CH3:29])[CH3:28]. Given the product [OH:5][C@H:4]([C:6]1[C:14]2[S:13][C:12](=[O:15])[NH:11][C:10]=2[C:9]([OH:16])=[CH:8][CH:7]=1)[CH2:3][NH:2][CH2:18][CH2:19][CH2:20][S:21][CH2:22][CH2:23][N:24]([CH2:32][C@H:33]([C:35]1[CH:36]=[CH:37][CH:38]=[CH:39][CH:40]=1)[CH3:34])[C:25](=[O:31])[O:26][C:27]([CH3:30])([CH3:28])[CH3:29], predict the reactants needed to synthesize it. (3) Given the product [CH3:7][C:8]1([CH3:31])[O:12][N:11]=[C:10]([S:13][CH2:14][C:15]2[C:16]([C:27]([F:30])([F:29])[F:28])=[N:17][N:18]([C:21]3[CH:26]=[CH:25][CH:24]=[CH:23][CH:22]=3)[C:19]=2[S:6][CH2:4][CH3:5])[CH2:9]1, predict the reactants needed to synthesize it. The reactants are: [OH-].[Na+].O.[CH2:4]([SH:6])[CH3:5].[CH3:7][C:8]1([CH3:31])[O:12][N:11]=[C:10]([S:13][CH2:14][C:15]2[C:16]([C:27]([F:30])([F:29])[F:28])=[N:17][N:18]([C:21]3[CH:26]=[CH:25][CH:24]=[CH:23][CH:22]=3)[C:19]=2F)[CH2:9]1. (4) Given the product [F:16][C:10]1[CH:11]=[C:12]([F:15])[CH:13]=[CH:14][C:9]=1[O:8][C:7]1[C:2]([C:22]2[C:23]3[CH:32]=[CH:31][O:30][C:24]=3[C:25](=[O:29])[N:26]([CH3:28])[CH:27]=2)=[N:3][C:4]([S:17]([CH3:20])(=[O:19])=[O:18])=[N:5][CH:6]=1, predict the reactants needed to synthesize it. The reactants are: Cl[C:2]1[C:7]([O:8][C:9]2[CH:14]=[CH:13][C:12]([F:15])=[CH:11][C:10]=2[F:16])=[CH:6][N:5]=[C:4]([S:17]([CH3:20])(=[O:19])=[O:18])[N:3]=1.Br[C:22]1[C:23]2[CH:32]=[C:31](F)[O:30][C:24]=2[C:25](=[O:29])[N:26]([CH3:28])[CH:27]=1.C([O-])(O)=O.[Na+]. (5) The reactants are: [Cl:1][CH:2]([CH2:15][CH3:16])[C:3]([C:5]1[CH:14]=[CH:13][C:8]2[NH:9][C:10](=[O:12])[O:11][C:7]=2[CH:6]=1)=[O:4].[CH2:17](Br)[C:18]1[CH:23]=[CH:22][CH:21]=[CH:20][CH:19]=1.C(=O)([O-])[O-].[K+].[K+]. Given the product [CH2:17]([N:9]1[C:8]2[CH:13]=[CH:14][C:5]([C:3](=[O:4])[CH:2]([Cl:1])[CH2:15][CH3:16])=[CH:6][C:7]=2[O:11][C:10]1=[O:12])[C:18]1[CH:23]=[CH:22][CH:21]=[CH:20][CH:19]=1, predict the reactants needed to synthesize it. (6) Given the product [NH2:21][CH2:20][C:19]([NH:18][CH:14]([C:11]1[CH:10]=[CH:9][C:8]([C:30]2[CH:35]=[CH:34][CH:33]=[CH:32][CH:31]=2)=[CH:13][CH:12]=1)[CH2:15][C:16]#[N:17])=[O:29], predict the reactants needed to synthesize it. The reactants are: FC(F)(F)C(O)=O.[C:8]1([C:30]2[CH:35]=[CH:34][CH:33]=[CH:32][CH:31]=2)[CH:13]=[CH:12][C:11]([CH:14]([NH:18][C:19](=[O:29])[CH2:20][NH:21]C(OC(C)(C)C)=O)[CH2:15][C:16]#[N:17])=[CH:10][CH:9]=1. (7) Given the product [OH:32][CH:21]([CH2:22][N:23]1[CH2:24][C:25]2[C:30](=[CH:29][CH:28]=[CH:27][CH:26]=2)[CH2:31]1)[CH2:20][NH:19][C:14](=[O:16])[CH2:13][O:12][C:11]1[C:3]2[N:2]([CH3:1])[CH2:7][CH2:6][O:5][C:4]=2[CH:8]=[CH:9][CH:10]=1, predict the reactants needed to synthesize it. The reactants are: [CH3:1][N:2]1[CH2:7][CH2:6][O:5][C:4]2[CH:8]=[CH:9][CH:10]=[C:11]([O:12][CH2:13][C:14]([O:16]CC)=O)[C:3]1=2.[NH2:19][CH2:20][CH:21]([OH:32])[CH2:22][N:23]1[CH2:31][C:30]2[C:25](=[CH:26][CH:27]=[CH:28][CH:29]=2)[CH2:24]1. (8) Given the product [Br:10][C:8]1[C:3]2[C:2](=[N:7][CH:6]=[CH:5][N:4]=2)[S:1][N:9]=1, predict the reactants needed to synthesize it. The reactants are: [SH:1][C:2]1[C:3]([C:8]#[N:9])=[N:4][CH:5]=[CH:6][N:7]=1.[Br:10]Br. (9) Given the product [CH2:20]([O:27][C:28]1[CH:33]=[C:32]([F:34])[CH:31]=[CH:30][C:29]=1[C:7]1[CH:12]=[CH:11][C:10]([CH:13]=[O:14])=[CH:9][C:8]=1[CH:15]1[CH2:16][CH2:17]1)[C:21]1[CH:22]=[CH:23][CH:24]=[CH:25][CH:26]=1, predict the reactants needed to synthesize it. The reactants are: FC(F)(F)S(O[C:7]1[CH:12]=[CH:11][C:10]([CH:13]=[O:14])=[CH:9][C:8]=1[CH:15]1[CH2:17][CH2:16]1)(=O)=O.[CH2:20]([O:27][C:28]1[CH:33]=[C:32]([F:34])[CH:31]=[CH:30][C:29]=1B(O)O)[C:21]1[CH:26]=[CH:25][CH:24]=[CH:23][CH:22]=1. (10) Given the product [OH:17][CH2:16][C:11]1[CH2:12][CH2:13][N:14]([C:26](=[O:27])[CH3:25])[CH2:15][C:10]=1[C:9]1[N:5]([CH:2]([CH3:4])[CH3:3])[N:6]=[CH:7][CH:8]=1, predict the reactants needed to synthesize it. The reactants are: Cl.[CH:2]([N:5]1[C:9]([C:10]2[CH2:15][NH:14][CH2:13][CH2:12][C:11]=2[CH2:16][OH:17])=[CH:8][CH:7]=[N:6]1)([CH3:4])[CH3:3].CCN(CC)CC.[CH3:25][CH2:26][O:27]C(C)=O.